This data is from Full USPTO retrosynthesis dataset with 1.9M reactions from patents (1976-2016). The task is: Predict the reactants needed to synthesize the given product. (1) Given the product [N:20]1([C:25]2[CH:26]=[C:27]([CH2:28][N:1]3[CH:2]([C:10]4[C:15]([O:16][CH3:17])=[CH:14][CH:13]=[CH:12][C:11]=4[O:18][CH3:19])[CH2:3][CH2:4][CH2:5][C:6]3=[O:8])[CH:30]=[CH:31][N:32]=2)[CH:24]=[CH:23][CH:22]=[N:21]1, predict the reactants needed to synthesize it. The reactants are: [NH2:1][CH:2]([C:10]1[C:15]([O:16][CH3:17])=[CH:14][CH:13]=[CH:12][C:11]=1[O:18][CH3:19])[CH2:3][CH2:4][CH2:5][C:6]([O:8]C)=O.[N:20]1([C:25]2[CH:26]=[C:27]([CH:30]=[CH:31][N:32]=2)[CH:28]=O)[CH:24]=[CH:23][CH:22]=[N:21]1. (2) The reactants are: [F:1][C:2]1[CH:7]=[CH:6][C:5]([O:8][C:9](=[O:24])[N:10]([C@H:12]2[C@H:16]([C:17]3[CH:22]=[CH:21][C:20]([Cl:23])=[CH:19][CH:18]=3)[CH2:15][NH:14][CH2:13]2)[CH3:11])=[CH:4][CH:3]=1.[O:25]1[CH2:30][CH2:29][CH:28]([C:31](O)=[O:32])[CH2:27][CH2:26]1. Given the product [F:1][C:2]1[CH:7]=[CH:6][C:5]([O:8][C:9](=[O:24])[N:10]([C@H:12]2[C@H:16]([C:17]3[CH:22]=[CH:21][C:20]([Cl:23])=[CH:19][CH:18]=3)[CH2:15][N:14]([C:31]([CH:28]3[CH2:29][CH2:30][O:25][CH2:26][CH2:27]3)=[O:32])[CH2:13]2)[CH3:11])=[CH:4][CH:3]=1, predict the reactants needed to synthesize it. (3) Given the product [Cl:1][C:2]1[CH:7]=[C:6]([NH:8][C:9]2[C:10]3[N:17]=[N:16][NH:15][C:11]=3[N:12]=[CH:13][N:14]=2)[C:5](=[O:34])[N:4]2[C:35]3([NH:36][C:37](=[O:38])[C:3]=12)[CH2:43][CH2:42][CH2:41][CH2:40][CH2:39]3, predict the reactants needed to synthesize it. The reactants are: [Cl:1][C:2]1[CH:7]=[C:6]([N:8](COCC[Si](C)(C)C)[C:9]2[C:10]3[N:17]=[N:16][N:15](COCC[Si](C)(C)C)[C:11]=3[N:12]=[CH:13][N:14]=2)[C:5](=[O:34])[N:4]2[C:35]3([CH2:43][CH2:42][CH2:41][CH2:40][CH2:39]3)[NH:36][C:37](=[O:38])[C:3]=12.FC(F)(F)C(O)=O.[OH-].[K+]. (4) Given the product [NH2:25][C:21]1[N:22]=[C:23]([CH3:24])[C:18]2[CH:17]=[CH:16][N:15]([C@H:7]3[C@H:8]([OH:12])[C@H:9]([OH:10])[C@@H:5]([C@H:2]([OH:1])[CH2:3][CH3:4])[O:6]3)[C:19]=2[N:20]=1, predict the reactants needed to synthesize it. The reactants are: [OH:1][C@@H:2]([C@@H:5]1[C@H:9]2[O:10]C(C)(C)[O:12][C@H:8]2[C@H:7]([N:15]2[C:19]3[N:20]=[C:21]([N:25](C(OC(C)(C)C)=O)C(OC(C)(C)C)=O)[N:22]=[C:23]([CH3:24])[C:18]=3[CH:17]=[CH:16]2)[O:6]1)[CH2:3][CH3:4].FC(F)(F)C(O)=O.